Dataset: Full USPTO retrosynthesis dataset with 1.9M reactions from patents (1976-2016). Task: Predict the reactants needed to synthesize the given product. (1) The reactants are: [OH:1][CH:2]([C:5]1[CH:10]=[C:9]([I:11])[NH:8][C:7](=[O:12])[C:6]=1[CH3:13])[CH2:3][CH3:4].[H-].[Na+].[Li+].[Br-].[CH2:18](Br)[C:19]#[C:20][CH2:21][CH3:22]. Given the product [OH:1][CH:2]([C:5]1[CH:10]=[C:9]([I:11])[N:8]([CH2:18][C:19]#[C:20][CH2:21][CH3:22])[C:7](=[O:12])[C:6]=1[CH3:13])[CH2:3][CH3:4], predict the reactants needed to synthesize it. (2) Given the product [Cl:1][C:2]1[C:11]2[C:6](=[CH:7][CH:8]=[CH:9][CH:10]=2)[C:5]([CH2:12][O:17][C:16]2[CH:15]=[C:22]([CH:23]([CH3:24])[CH3:25])[CH:21]=[CH:20][C:18]=2[CH3:19])=[C:4]([CH3:14])[N:3]=1, predict the reactants needed to synthesize it. The reactants are: [Cl:1][C:2]1[C:11]2[C:6](=[CH:7][CH:8]=[CH:9][CH:10]=2)[C:5]([CH2:12]Cl)=[C:4]([CH3:14])[N:3]=1.[CH:15]1[C:22]([CH:23]([CH3:25])[CH3:24])=[CH:21][CH:20]=[C:18]([CH3:19])[C:16]=1[OH:17].O. (3) The reactants are: Br[C:2]1[CH:3]=[C:4]([CH2:10][OH:11])[CH:5]=[N:6][C:7]=1[O:8][CH3:9].[F:12][C:13]1[CH:18]=[CH:17][C:16](B(O)O)=[CH:15][CH:14]=1.C([O-])([O-])=O.[Na+].[Na+]. Given the product [F:12][C:13]1[CH:18]=[CH:17][C:16]([C:2]2[CH:3]=[C:4]([CH2:10][OH:11])[CH:5]=[N:6][C:7]=2[O:8][CH3:9])=[CH:15][CH:14]=1, predict the reactants needed to synthesize it. (4) Given the product [F:84][C:70]([F:69])([F:85])[S:71]([O:74][C@H:75]([CH3:83])[C:76]([O:78][C:79]([CH3:80])([CH3:81])[CH3:82])=[O:77])(=[O:72])=[O:73].[CH2:35]([O:42][C:43](=[O:61])[C@@H:44]([NH:60][C@H:7]([C:6]([O:5][C:1]([CH3:4])([CH3:3])[CH3:2])=[O:10])[CH3:8])[CH2:45][C:46]1[CH:51]=[CH:50][C:49]([C:52]2[CH:57]=[C:56]([Cl:58])[CH:55]=[CH:54][C:53]=2[Cl:59])=[CH:48][CH:47]=1)[C:36]1[CH:41]=[CH:40][CH:39]=[CH:38][CH:37]=1, predict the reactants needed to synthesize it. The reactants are: [C:1]([O:5][C:6](=[O:10])[C@H:7](O)[CH3:8])([CH3:4])([CH3:3])[CH3:2].S(OS(C(F)(F)F)(=O)=O)(C(F)(F)F)(=O)=O.N1C(C)=CC=CC=1C.Cl.[CH2:35]([O:42][C:43](=[O:61])[C@@H:44]([NH2:60])[CH2:45][C:46]1[CH:51]=[CH:50][C:49]([C:52]2[CH:57]=[C:56]([Cl:58])[CH:55]=[CH:54][C:53]=2[Cl:59])=[CH:48][CH:47]=1)[C:36]1[CH:41]=[CH:40][CH:39]=[CH:38][CH:37]=1.C(N(CC)CC)C.[F:69][C:70]([F:85])([F:84])[S:71]([O:74][C@H:75]([CH3:83])[C:76]([O:78][C:79]([CH3:82])([CH3:81])[CH3:80])=[O:77])(=[O:73])=[O:72]. (5) Given the product [NH:22]1[CH:26]=[CH:25][N:24]=[C:23]1[CH2:27][NH:1][CH2:2][C:3]1[CH:4]=[CH:5][C:6]([CH2:7][N:8]([CH3:19])[CH2:9][CH2:10][CH2:11][CH2:12][N:13]2[CH2:18][CH2:17][CH2:16][CH2:15][CH2:14]2)=[CH:20][CH:21]=1, predict the reactants needed to synthesize it. The reactants are: [NH2:1][CH2:2][C:3]1[CH:21]=[CH:20][C:6]([CH2:7][N:8]([CH3:19])[CH2:9][CH2:10][CH2:11][CH2:12][N:13]2[CH2:18][CH2:17][CH2:16][CH2:15][CH2:14]2)=[CH:5][CH:4]=1.[NH:22]1[CH:26]=[CH:25][N:24]=[C:23]1[CH:27]=O.C(OC)(OC)OC.[BH4-].[Na+].